Dataset: Full USPTO retrosynthesis dataset with 1.9M reactions from patents (1976-2016). Task: Predict the reactants needed to synthesize the given product. (1) Given the product [O:13]1[CH2:14][CH2:15][N:10]([C:2]2[CH:3]=[C:4]([CH:7]=[CH:8][CH:9]=2)[C:5]#[N:6])[CH2:11][CH2:12]1, predict the reactants needed to synthesize it. The reactants are: F[C:2]1[CH:3]=[C:4]([CH:7]=[CH:8][CH:9]=1)[C:5]#[N:6].[NH:10]1[CH2:15][CH2:14][O:13][CH2:12][CH2:11]1. (2) Given the product [CH3:1][C:2]1[CH:11]=[CH:10][C:5]2[N:6]([CH:26]([CH2:31][CH3:32])[C:27]([OH:29])=[O:28])[C:7](=[N:9][C:17](=[O:18])[C:16]3[CH:20]=[CH:21][CH:22]=[C:14]([C:13]([F:24])([F:23])[F:12])[CH:15]=3)[S:8][C:4]=2[CH:3]=1, predict the reactants needed to synthesize it. The reactants are: [CH3:1][C:2]1[CH:11]=[CH:10][C:5]2[N:6]=[C:7]([NH2:9])[S:8][C:4]=2[CH:3]=1.[F:12][C:13]([F:24])([F:23])[C:14]1[CH:15]=[C:16]([CH:20]=[CH:21][CH:22]=1)[C:17](Cl)=[O:18].Br[CH:26]([CH2:31][CH3:32])[C:27]([O:29]C)=[O:28].COC1C=CC2N=C(N)SC=2C=1.ClC1C=C(C=CC=1)C(Cl)=O.BrCC(OCC)=O. (3) Given the product [O:18]=[C:19]1[N:23]([C:2]2[CH:7]=[CH:6][C:5]([C:8]3([C:11]([O:13][C:14]([CH3:17])([CH3:16])[CH3:15])=[O:12])[CH2:10][CH2:9]3)=[CH:4][CH:3]=2)[CH2:22][CH2:21][O:20]1, predict the reactants needed to synthesize it. The reactants are: Br[C:2]1[CH:7]=[CH:6][C:5]([C:8]2([C:11]([O:13][C:14]([CH3:17])([CH3:16])[CH3:15])=[O:12])[CH2:10][CH2:9]2)=[CH:4][CH:3]=1.[O:18]=[C:19]1[NH:23][CH2:22][CH2:21][O:20]1.[C@@H]1(N)CCCC[C@H]1N.C(=O)([O-])[O-].[K+].[K+]. (4) Given the product [Cl:12][C:6]1[CH:7]=[C:8]([Cl:11])[CH:9]=[CH:10][C:5]=1[CH2:4][NH:3][O:2][CH3:1], predict the reactants needed to synthesize it. The reactants are: [CH3:1][O:2][N:3]=[CH:4][C:5]1[CH:10]=[CH:9][C:8]([Cl:11])=[CH:7][C:6]=1[Cl:12].C([BH3-])#N.[Na+]. (5) Given the product [CH:22]1([CH2:25][N:26]2[CH2:31][CH2:30][CH:29]([N:32]([CH3:33])[C:18](=[O:20])[CH2:17][O:16][C:12]3[N:13]=[C:14]([CH3:15])[C:9]([NH:8][C:6](=[O:7])[O:5][C:1]([CH3:2])([CH3:3])[CH3:4])=[C:10]([CH3:21])[N:11]=3)[CH2:28][CH2:27]2)[CH2:23][CH2:24]1, predict the reactants needed to synthesize it. The reactants are: [C:1]([O:5][C:6]([NH:8][C:9]1[C:10]([CH3:21])=[N:11][C:12]([O:16][CH2:17][C:18]([OH:20])=O)=[N:13][C:14]=1[CH3:15])=[O:7])([CH3:4])([CH3:3])[CH3:2].[CH:22]1([CH2:25][N:26]2[CH2:31][CH2:30][CH:29]([NH:32][CH3:33])[CH2:28][CH2:27]2)[CH2:24][CH2:23]1.C(N(CC)CC)C. (6) Given the product [F:1][C:2]1[CH:3]=[CH:4][C:5]([N:8]2[CH:12]=[CH:11][C:10]([NH:13][C:25](=[O:26])[CH2:24][C@H:22]3[CH2:21][CH2:20][N:19]4[C:15](=[O:14])[O:16][CH2:17][C@H:18]4[CH2:23]3)=[N:9]2)=[CH:6][CH:7]=1, predict the reactants needed to synthesize it. The reactants are: [F:1][C:2]1[CH:7]=[CH:6][C:5]([N:8]2[CH:12]=[CH:11][C:10]([NH2:13])=[N:9]2)=[CH:4][CH:3]=1.[O:14]=[C:15]1[N:19]2[CH2:20][CH2:21][C@H:22]([CH2:24][C:25](O)=[O:26])[CH2:23][C@@H:18]2[CH2:17][O:16]1. (7) Given the product [CH3:20][O:21][C:22]1[CH:23]=[CH:24][C:25]([C:28]([C:52]2[CH:53]=[CH:54][C:55]([O:58][CH3:59])=[CH:56][CH:57]=2)([C:46]2[CH:51]=[CH:50][CH:49]=[CH:48][CH:47]=2)[O:29][CH2:30][C@H:31]2[O:35][C@@H:34]([N:36]3[CH:43]=[CH:42][C:40](=[O:41])[NH:39][C:37]3=[O:38])[C@H:33]([OH:44])[C@@H:32]2[O:45][C:67](=[O:68])[NH:66][C:60]2[CH:65]=[CH:64][CH:63]=[CH:62][CH:61]=2)=[CH:26][CH:27]=1, predict the reactants needed to synthesize it. The reactants are: C(C1OC[C@H](C(C)(C)C)N=1)C1OC[C@H](C(C)(C)C)N=1.[CH3:20][O:21][C:22]1[CH:27]=[CH:26][C:25]([C:28]([C:52]2[CH:57]=[CH:56][C:55]([O:58][CH3:59])=[CH:54][CH:53]=2)([C:46]2[CH:51]=[CH:50][CH:49]=[CH:48][CH:47]=2)[O:29][CH2:30][C@H:31]2[O:35][C@@H:34]([N:36]3[CH:43]=[CH:42][C:40](=[O:41])[NH:39][C:37]3=[O:38])[C@H:33]([OH:44])[C@@H:32]2[OH:45])=[CH:24][CH:23]=1.[C:60]1([N:66]=[C:67]=[O:68])[CH:65]=[CH:64][CH:63]=[CH:62][CH:61]=1.COC1C=CC(C(C2C=CC(OC)=CC=2)(C2C=CC=CC=2)OC[C@H]2O[C@@H](N3C=CC(=O)NC3=O)[C@H](OC(=O)NC3C=CC=CC=3)[C@@H]2O)=CC=1.